From a dataset of Forward reaction prediction with 1.9M reactions from USPTO patents (1976-2016). Predict the product of the given reaction. (1) Given the reactants [Cl:1][C:2]1[CH:3]=[C:4]2[C:8](=[CH:9][CH:10]=1)[NH:7][CH:6]=[C:5]2[CH:11]=O.[H-].[Al+3].[Li+].[H-].[H-].[H-], predict the reaction product. The product is: [Cl:1][C:2]1[CH:3]=[C:4]2[C:8](=[CH:9][CH:10]=1)[NH:7][CH:6]=[C:5]2[CH3:11]. (2) Given the reactants Cl[C:2]1[N:7]=[CH:6][C:5]([C:8]2[CH:13]=[CH:12][N:11]=[C:10]([NH:14][C:15]3[CH:16]=[C:17]([NH:22][C:23](=[O:34])[C:24]4[CH:29]=[CH:28][CH:27]=[C:26]([C:30]([F:33])([F:32])[F:31])[CH:25]=4)[CH:18]=[CH:19][C:20]=3[CH3:21])[N:9]=2)=[CH:4][CH:3]=1.[CH3:35][O:36][CH2:37][CH2:38][NH2:39], predict the reaction product. The product is: [CH3:35][O:36][CH2:37][CH2:38][NH:39][C:2]1[N:7]=[CH:6][C:5]([C:8]2[CH:13]=[CH:12][N:11]=[C:10]([NH:14][C:15]3[CH:16]=[C:17]([NH:22][C:23](=[O:34])[C:24]4[CH:29]=[CH:28][CH:27]=[C:26]([C:30]([F:33])([F:32])[F:31])[CH:25]=4)[CH:18]=[CH:19][C:20]=3[CH3:21])[N:9]=2)=[CH:4][CH:3]=1.